This data is from Catalyst prediction with 721,799 reactions and 888 catalyst types from USPTO. The task is: Predict which catalyst facilitates the given reaction. Reactant: Cl.[F:2][C:3]1[CH:8]=[CH:7][CH:6]=[CH:5][C:4]=1[N:9]([CH2:33][CH2:34][C:35]([O:37]CC)=[O:36])[C:10]([C:12]1[CH:32]=[CH:31][C:15]2[N:16]([CH3:30])[C:17]([CH2:19][NH:20][C:21]3[CH:26]=[CH:25][C:24]([C:27](=[NH:29])[NH2:28])=[CH:23][CH:22]=3)=[N:18][C:14]=2[CH:13]=1)=[O:11].[OH-].[Na+]. Product: [F:2][C:3]1[CH:8]=[CH:7][CH:6]=[CH:5][C:4]=1[N:9]([CH2:33][CH2:34][C:35]([OH:37])=[O:36])[C:10]([C:12]1[CH:32]=[CH:31][C:15]2[N:16]([CH3:30])[C:17]([CH2:19][NH:20][C:21]3[CH:26]=[CH:25][C:24]([C:27](=[NH:28])[NH2:29])=[CH:23][CH:22]=3)=[N:18][C:14]=2[CH:13]=1)=[O:11]. The catalyst class is: 429.